From a dataset of Catalyst prediction with 721,799 reactions and 888 catalyst types from USPTO. Predict which catalyst facilitates the given reaction. (1) Reactant: O.[NH2:2][NH2:3].[Br:4][C:5]1[CH:10]=[CH:9][C:8]([F:11])=[CH:7][C:6]=1[CH2:12][N:13]=[C:14]=[S:15]. Product: [Br:4][C:5]1[CH:10]=[CH:9][C:8]([F:11])=[CH:7][C:6]=1[CH2:12][NH:13][C:14]([NH:2][NH2:3])=[S:15]. The catalyst class is: 12. (2) Reactant: [C:1]1([C:7]2[N:8]=[C:9]3[CH:14]=[CH:13][C:12]4[O:15][CH2:16][CH2:17][C:11]=4[N:10]3[CH:18]=2)[CH:6]=[CH:5][CH:4]=[CH:3][CH:2]=1.[CH3:19][NH:20][CH3:21].[CH2:22]=O. Product: [CH3:19][N:20]([CH3:22])[CH2:21][C:18]1[N:10]2[C:11]3[CH2:17][CH2:16][O:15][C:12]=3[CH:13]=[CH:14][C:9]2=[N:8][C:7]=1[C:1]1[CH:2]=[CH:3][CH:4]=[CH:5][CH:6]=1. The catalyst class is: 192. (3) Reactant: S(Cl)(Cl)=O.[F:5][C:6]([F:11])([F:10])[C:7](O)=[O:8].[NH2:12][CH2:13][C:14]([OH:16])=O.[NH2:17][C:18]1[C:19]([I:32])=[C:20]([C:29]([Cl:31])=[O:30])[C:21]([I:28])=[C:22]([C:26]=1[I:27])[C:23]([Cl:25])=[O:24]. Product: [I:28][C:21]1[C:20]([C:29]([Cl:31])=[O:30])=[C:19]([I:32])[C:18]([NH:17][C:14](=[O:16])[CH2:13][NH:12][C:7](=[O:8])[C:6]([F:11])([F:10])[F:5])=[C:26]([I:27])[C:22]=1[C:23]([Cl:25])=[O:24]. The catalyst class is: 44. (4) Reactant: [F:1][C:2]([F:15])([F:14])[C:3]1[CH:12]=[C:11]2[C:6]([CH:7]=[CH:8][C:9]([NH2:13])=[CH:10]2)=[CH:5][CH:4]=1.C(N(CC)CC)C.[C:23](Cl)(=[O:25])[CH3:24]. Product: [F:1][C:2]([F:14])([F:15])[C:3]1[CH:12]=[C:11]2[C:6]([CH:7]=[CH:8][C:9]([NH:13][C:23](=[O:25])[CH3:24])=[CH:10]2)=[CH:5][CH:4]=1. The catalyst class is: 4. (5) Reactant: [CH3:1][O:2][C:3]([C:5]1[CH:6]=[CH:7][C:8]([C:11]([OH:13])=O)=[N:9][CH:10]=1)=[O:4].Cl.Cl.[CH3:16][O:17][C:18]1[CH:30]=[CH:29][C:21]([CH2:22][N:23]2[CH2:28][CH2:27][CH2:26][CH2:25][CH2:24]2)=[CH:20][CH:19]=1.C([N:33](CC)CC)C.CN(C(ON1N=NC2C=CC=NC1=2)=[N+](C)C)C.F[P-](F)(F)(F)(F)F. Product: [CH3:16][O:17][C:18]1[CH:19]=[CH:20][C:21]([CH2:22][N:23]2[CH2:28][CH2:27][CH:26]([NH:33][C:11]([C:8]3[CH:7]=[CH:6][C:5]([C:3]([O:2][CH3:1])=[O:4])=[CH:10][N:9]=3)=[O:13])[CH2:25][CH2:24]2)=[CH:29][CH:30]=1. The catalyst class is: 9. (6) Reactant: [CH3:1][CH:2]1[CH:7]=[C:6]([CH3:8])[CH2:5][CH2:4][C:3]1([CH:11]([OH:13])[CH3:12])[CH:9]=[CH2:10].C1C=C[NH+]=CC=1.[O-][Cr](Cl)(=O)=O. Product: [CH3:1][CH:2]1[CH:7]=[C:6]([CH3:8])[CH2:5][CH2:4][C:3]1([C:11](=[O:13])[CH3:12])[CH:9]=[CH2:10]. The catalyst class is: 635.